From a dataset of Full USPTO retrosynthesis dataset with 1.9M reactions from patents (1976-2016). Predict the reactants needed to synthesize the given product. (1) Given the product [C:11]([Si:8]([CH3:10])([CH3:9])[O:7][C:6]1[CH:15]=[C:2]([CH:28]([C:27]2[CH:30]=[C:31]([O:33][CH3:34])[CH:32]=[C:25]([O:24][CH3:23])[CH:26]=2)[OH:29])[CH:3]=[CH:4][C:5]=1[O:16][CH3:17])([CH3:14])([CH3:13])[CH3:12], predict the reactants needed to synthesize it. The reactants are: Br[C:2]1[CH:3]=[CH:4][C:5]([O:16][CH3:17])=[C:6]([CH:15]=1)[O:7][Si:8]([C:11]([CH3:14])([CH3:13])[CH3:12])([CH3:10])[CH3:9].C([Li])CCC.[CH3:23][O:24][C:25]1[CH:26]=[C:27]([CH:30]=[C:31]([O:33][CH3:34])[CH:32]=1)[CH:28]=[O:29].O1C2C=CC(C(C3C=C(OC)C=C(OC)C=3)O)=CC=2OCC1. (2) Given the product [CH2:29]([N:2]1[CH2:3][CH2:4][CH2:5][C:6]2[CH:11]=[C:10]([O:12][C:13]3[CH:21]=[CH:20][C:16]([C:17]([NH2:19])=[O:18])=[CH:15][N:14]=3)[CH:9]=[CH:8][C:7]=2[CH2:1]1)[CH2:30][CH2:31][CH2:32][CH2:33][CH3:34], predict the reactants needed to synthesize it. The reactants are: [CH2:1]1[C:7]2[CH:8]=[CH:9][C:10]([O:12][C:13]3[CH:21]=[CH:20][C:16]([C:17]([NH2:19])=[O:18])=[CH:15][N:14]=3)=[CH:11][C:6]=2[CH2:5][CH2:4][CH2:3][NH:2]1.C([O-])([O-])=O.[K+].[K+].Br[CH2:29][CH2:30][CH2:31][CH2:32][CH2:33][CH3:34].C(OCC)(=O)C. (3) Given the product [C:33]([O:20][C@H:18]1[CH2:17][CH2:16][C@@:15]2([CH3:21])[C:14](=[CH:13][CH2:12][C@@H:6]3[C@@H:5]2[CH2:4][CH2:3][C@@:2]2([CH3:1])[C@H:7]3[CH2:8][CH2:9][C:10]2=[O:11])[CH2:19]1)(=[O:35])[CH3:34], predict the reactants needed to synthesize it. The reactants are: [CH3:1][C@@:2]12[C:10](=[O:11])[CH2:9][CH2:8][C@H:7]1[C@@H:6]1[CH2:12][CH:13]=[C:14]3[CH2:19][C@@H:18]([OH:20])[CH2:17][CH2:16][C@:15]3([CH3:21])[C@H:5]1[CH2:4][CH2:3]2.C1(C)C(S(O)(=O)=O)=CC=CC=1.[C:33](OC(=O)C)(=[O:35])[CH3:34].C(=O)(O)[O-].[Na+].C(O)[C@H]1O[C@H](O)[C@H](O)[C@@H](O)[C@@H]1O.C(O)[C@H]1O[C@](O)(CO)[C@@H](O)[C@@H]1O. (4) Given the product [CH3:1][O:2][C:3](=[O:38])[C:4]1[CH:9]=[CH:8][C:7]([CH2:10][N:11]2[CH:15]=[C:14]([C:16]3[CH:21]=[CH:20][C:19]([Cl:22])=[CH:18][C:17]=3[Cl:23])[N:13]=[C:12]2[CH2:24][C:25]2[CH:30]=[CH:29][C:28]([C:31]3[CH:32]=[CH:33][C:34]([O:37][C:44]4[CH:45]=[CH:46][C:41]([C:40]([F:51])([F:50])[F:39])=[CH:42][CH:43]=4)=[CH:35][CH:36]=3)=[CH:27][CH:26]=2)=[CH:6][CH:5]=1, predict the reactants needed to synthesize it. The reactants are: [CH3:1][O:2][C:3](=[O:38])[C:4]1[CH:9]=[CH:8][C:7]([CH2:10][N:11]2[CH:15]=[C:14]([C:16]3[CH:21]=[CH:20][C:19]([Cl:22])=[CH:18][C:17]=3[Cl:23])[N:13]=[C:12]2[CH2:24][C:25]2[CH:30]=[CH:29][C:28]([C:31]3[CH:36]=[CH:35][C:34]([OH:37])=[CH:33][CH:32]=3)=[CH:27][CH:26]=2)=[CH:6][CH:5]=1.[F:39][C:40]([F:51])([F:50])[C:41]1[CH:46]=[CH:45][C:44](B(O)O)=[CH:43][CH:42]=1. (5) Given the product [C:29]([C:28]1[CH:31]=[CH:32][C:25]([N:23]2[CH:6]([C:1]3[CH2:5][CH2:4][CH2:3][CH:2]=3)[CH:7]3[C:8]([C:9]4[CH:10]=[CH:11][C:12]([C:17]([OH:19])=[O:18])=[CH:13][C:14]=4[CH2:15][CH2:16]3)=[N:24]2)=[CH:26][CH:27]=1)#[N:30], predict the reactants needed to synthesize it. The reactants are: [C:1]1([CH:6]=[C:7]2[CH2:16][CH2:15][C:14]3[CH:13]=[C:12]([C:17]([O:19]C)=[O:18])[CH:11]=[CH:10][C:9]=3[C:8]2=O)[CH2:5][CH2:4][CH2:3][CH:2]=1.Cl.[NH:23]([C:25]1[CH:32]=[CH:31][C:28]([C:29]#[N:30])=[CH:27][CH:26]=1)[NH2:24]. (6) Given the product [Br:15][C:16]1[N:17]=[C:18]([C:12]2[N:4]3[CH:5]=[CH:6][C:7]([C:8]([OH:11])([CH3:10])[CH3:9])=[C:2]([F:1])[C:3]3=[N:14][CH:13]=2)[CH:19]=[CH:20][CH:21]=1, predict the reactants needed to synthesize it. The reactants are: [F:1][C:2]1[C:3]2[N:4]([CH:12]=[CH:13][N:14]=2)[CH:5]=[CH:6][C:7]=1[C:8]([OH:11])([CH3:10])[CH3:9].[Br:15][C:16]1[CH:21]=[CH:20][CH:19]=[C:18](Br)[N:17]=1.C([O-])([O-])=O.[Cs+].[Cs+].